This data is from Reaction yield outcomes from USPTO patents with 853,638 reactions. The task is: Predict the reaction yield, written as a fraction of the theoretical maximum amount of product (1.0 means a 100% yield; for example, 0.34 means a 34% yield). (1) The reactants are Cl[CH:2]([C:7]1[CH:11]=[C:10]([C:12]2[CH:17]=[CH:16][CH:15]=[CH:14][CH:13]=2)[O:9][C:8]=1[CH3:18])[CH2:3][CH:4]([CH3:6])[CH3:5].[NH2:19][C:20]1[CH:29]=[CH:28][C:23]([C:24]([O:26]C)=[O:25])=[C:22]([O:30][CH3:31])[CH:21]=1.C(=O)([O-])[O-].[Na+].[Na+].[I-].[Na+]. The catalyst is CN(C)C(=O)C.O. The product is [CH3:31][O:30][C:22]1[CH:21]=[C:20]([NH:19][CH:2]([C:7]2[CH:11]=[C:10]([C:12]3[CH:17]=[CH:16][CH:15]=[CH:14][CH:13]=3)[O:9][C:8]=2[CH3:18])[CH2:3][CH:4]([CH3:6])[CH3:5])[CH:29]=[CH:28][C:23]=1[C:24]([OH:26])=[O:25]. The yield is 0.460. (2) The reactants are [CH:1]1([N:6]2[CH2:11][CH2:10][N:9]([C:12]([C:14]3[CH:15]=[C:16]4[C:20](=[CH:21][CH:22]=3)[NH:19][C:18]([C:23]([N:25]3[CH2:30][CH2:29][C:28]([F:32])([F:31])[CH2:27][CH2:26]3)=[O:24])=[CH:17]4)=[O:13])[CH2:8][CH2:7]2)[CH2:5][CH2:4][CH2:3][CH2:2]1.[F:33][C:34]1[CH:35]=[C:36](B(O)O)[CH:37]=[CH:38][CH:39]=1.N1C=CC=CC=1. The catalyst is ClCCl.C([O-])(=O)C.[Cu+2].C([O-])(=O)C. The product is [CH:1]1([N:6]2[CH2:7][CH2:8][N:9]([C:12]([C:14]3[CH:15]=[C:16]4[C:20](=[CH:21][CH:22]=3)[N:19]([C:38]3[CH:37]=[CH:36][CH:35]=[C:34]([F:33])[CH:39]=3)[C:18]([C:23]([N:25]3[CH2:26][CH2:27][C:28]([F:31])([F:32])[CH2:29][CH2:30]3)=[O:24])=[CH:17]4)=[O:13])[CH2:10][CH2:11]2)[CH2:5][CH2:4][CH2:3][CH2:2]1. The yield is 0.780. (3) The reactants are [N+:1]([C:4]1[C:14]([N+:15]([O-:17])=[O:16])=[CH:13][C:12]2[CH:11]3[CH2:18][CH:7]([CH2:8][NH:9][CH2:10]3)[C:6]=2[CH:5]=1)([O-:3])=[O:2].C([O-])([O-])=O.[Na+].[Na+].[C:25]([O:29][C:30](O[C:30]([O:29][C:25]([CH3:28])([CH3:27])[CH3:26])=[O:31])=[O:31])([CH3:28])([CH3:27])[CH3:26].O. The catalyst is O1CCOCC1. The product is [C:25]([O:29][C:30]([N:9]1[CH2:8][CH:7]2[CH2:18][CH:11]([C:12]3[CH:13]=[C:14]([N+:15]([O-:17])=[O:16])[C:4]([N+:1]([O-:3])=[O:2])=[CH:5][C:6]=32)[CH2:10]1)=[O:31])([CH3:28])([CH3:27])[CH3:26]. The yield is 0.710.